This data is from Reaction yield outcomes from USPTO patents with 853,638 reactions. The task is: Predict the reaction yield, written as a fraction of the theoretical maximum amount of product (1.0 means a 100% yield; for example, 0.34 means a 34% yield). The reactants are [F:1][C:2]1[CH:13]=[CH:12][C:11]([N+:14]([O-])=O)=[CH:10][C:3]=1[CH2:4][N:5]1[CH2:9][CH2:8][CH2:7][CH2:6]1.Cl[Sn]Cl. The catalyst is C1COCC1.Cl. The product is [F:1][C:2]1[CH:13]=[CH:12][C:11]([NH2:14])=[CH:10][C:3]=1[CH2:4][N:5]1[CH2:9][CH2:8][CH2:7][CH2:6]1. The yield is 0.630.